Dataset: Human liver microsome stability data. Task: Regression/Classification. Given a drug SMILES string, predict its absorption, distribution, metabolism, or excretion properties. Task type varies by dataset: regression for continuous measurements (e.g., permeability, clearance, half-life) or binary classification for categorical outcomes (e.g., BBB penetration, CYP inhibition). Dataset: hlm. (1) The molecule is CC(C)CN1C(=O)CN(Cc2ccc(-c3cccc(CN4CCCC(C)C4)n3)cc2)C1=O. The result is 1 (stable in human liver microsomes). (2) The molecule is CC#C[C@@H](Cc1nn[nH]n1)c1ccc(OCc2ccc3sc(Br)c(-c4ccccc4C)c3c2)cc1. The result is 1 (stable in human liver microsomes).